Predict which catalyst facilitates the given reaction. From a dataset of Catalyst prediction with 721,799 reactions and 888 catalyst types from USPTO. (1) Reactant: Br[C:2]1[CH:3]=[CH:4][C:5]([F:10])=[C:6]([O:8][CH3:9])[CH:7]=1.[Mg].II.[C:14](OCC)(=[O:20])[C:15]([O:17][CH2:18][CH3:19])=[O:16].[Cl-].[NH4+]. Product: [F:10][C:5]1[CH:4]=[CH:3][C:2]([C:14](=[O:20])[C:15]([O:17][CH2:18][CH3:19])=[O:16])=[CH:7][C:6]=1[O:8][CH3:9]. The catalyst class is: 1. (2) Reactant: [CH3:1][NH:2][C:3]1[CH:4]=[C:5]([C:9]2[C:10]3[C:17]([C:18]([O:20][CH2:21][CH3:22])=[O:19])=[CH:16][NH:15][C:11]=3[N:12]=[CH:13][N:14]=2)[CH:6]=[CH:7][CH:8]=1.[C:23](Cl)(=[O:26])[CH:24]=[CH2:25].C(=O)([O-])[O-].[Na+].[Na+]. Product: [CH3:1][N:2]([C:3]1[CH:4]=[C:5]([C:9]2[C:10]3[C:17]([C:18]([O:20][CH2:21][CH3:22])=[O:19])=[CH:16][NH:15][C:11]=3[N:12]=[CH:13][N:14]=2)[CH:6]=[CH:7][CH:8]=1)[C:23](=[O:26])[CH:24]=[CH2:25]. The catalyst class is: 1.